Dataset: Full USPTO retrosynthesis dataset with 1.9M reactions from patents (1976-2016). Task: Predict the reactants needed to synthesize the given product. (1) Given the product [Br:11][C:12]1[CH:13]=[C:14]([C:27]([CH3:31])([CH3:30])[C:28]#[N:29])[CH:15]=[C:16]([C:2]2[CH:7]=[CH:6][N:5]=[C:4]3[NH:8][N:9]=[CH:10][C:3]=23)[CH:17]=1, predict the reactants needed to synthesize it. The reactants are: I[C:2]1[CH:7]=[CH:6][N:5]=[C:4]2[NH:8][N:9]=[CH:10][C:3]=12.[Br:11][C:12]1[CH:13]=[C:14]([C:27]([CH3:31])([CH3:30])[C:28]#[N:29])[CH:15]=[C:16](B2OC(C)(C)C(C)(C)O2)[CH:17]=1.C(=O)([O-])[O-].[Na+].[Na+]. (2) Given the product [CH3:47][O:46][C:36](=[O:45])[C@H:37]([O:1][C:2]1[C:3](=[O:35])[N:4]([C:28]2[N:29]=[N:30][C:31]([CH3:34])=[CH:32][CH:33]=2)[C@H:5]([C:18]2[CH:19]=[N:20][C:21]([C:24]([F:25])([F:26])[F:27])=[CH:22][CH:23]=2)[C:6]=1[C:7](=[O:17])[C:8]1[CH:13]=[CH:12][C:11]([CH:14]([CH3:16])[CH3:15])=[CH:10][CH:9]=1)[C:39]1[CH:40]=[CH:41][CH:42]=[CH:43][CH:44]=1, predict the reactants needed to synthesize it. The reactants are: [OH:1][C:2]1[C:3](=[O:35])[N:4]([C:28]2[N:29]=[N:30][C:31]([CH3:34])=[CH:32][CH:33]=2)[CH:5]([C:18]2[CH:19]=[N:20][C:21]([C:24]([F:27])([F:26])[F:25])=[CH:22][CH:23]=2)[C:6]=1[C:7](=[O:17])[C:8]1[CH:13]=[CH:12][C:11]([CH:14]([CH3:16])[CH3:15])=[CH:10][CH:9]=1.[C:36]([O:46][CH3:47])(=[O:45])[C@H:37]([C:39]1[CH:44]=[CH:43][CH:42]=[CH:41][CH:40]=1)O. (3) Given the product [C:9]1([N:6]2[CH2:5][CH2:4][NH:3][C:2](=[O:1])[CH2:7]2)[CH:14]=[CH:13][CH:12]=[CH:11][CH:10]=1, predict the reactants needed to synthesize it. The reactants are: [O:1]=[C:2]1[CH2:7][NH:6][CH2:5][CH2:4][NH:3]1.Br[C:9]1[CH:14]=[CH:13][CH:12]=[CH:11][CH:10]=1.C([O-])([O-])=O.[Cs+].[Cs+].CC1(C)C2C(=C(P(C3C=CC=CC=3)C3C=CC=CC=3)C=CC=2)OC2C(P(C3C=CC=CC=3)C3C=CC=CC=3)=CC=CC1=2. (4) Given the product [CH3:1][O:2][C:3](=[O:29])[CH2:4][CH2:5][CH2:6][CH2:7][CH2:8]/[CH:9]=[C:10]1\[CH:11]([CH2:21][CH2:22][CH2:23][CH2:24][CH2:25][CH2:26][CH2:27][CH3:28])[CH:12]=[CH:17][C:18]\1=[O:19].[CH3:1][O:2][C:3](=[O:29])[CH2:4][CH2:5][CH2:6][CH2:7][CH2:8]/[CH:9]=[C:10]1/[CH:11]([CH2:21][CH2:22][CH2:23][CH2:24][CH2:25][CH2:26][CH2:27][CH3:28])[CH:12]=[CH:17][C:18]/1=[O:19], predict the reactants needed to synthesize it. The reactants are: [CH3:1][O:2][C:3](=[O:29])[CH2:4][CH2:5][CH2:6][CH2:7][CH2:8]/[CH:9]=[C:10]1\[CH:11]([CH2:21][CH2:22][CH2:23][CH2:24][CH2:25][CH2:26][CH2:27][CH3:28])[CH:12]2[CH:17]([C:18]\1=[O:19])C1CC2C=C1.C1(=O)OC(=O)C=C1.C[Al](Cl)Cl. (5) The reactants are: [C:1]([C:3]1[CH:4]=[C:5]([CH:33]=[CH:34][CH:35]=1)[CH2:6][N:7]1[CH:11]=[C:10]([NH:12][C:13]([C:15]2[C:23]3[C:18](=[CH:19][C:20](Br)=[CH:21][CH:22]=3)[N:17]([CH2:25][O:26][CH2:27][CH2:28][Si:29]([CH3:32])([CH3:31])[CH3:30])[N:16]=2)=[O:14])[CH:9]=[N:8]1)#[N:2].[Br:36]C1C=C2C(C(C(O)=O)=NN2COCC[Si](C)(C)C)=CC=1. Given the product [Br:36][C:21]1[CH:22]=[C:23]2[C:18](=[CH:19][CH:20]=1)[N:17]([CH2:25][O:26][CH2:27][CH2:28][Si:29]([CH3:32])([CH3:31])[CH3:30])[N:16]=[C:15]2[C:13]([NH:12][C:10]1[CH:9]=[N:8][N:7]([CH2:6][C:5]2[CH:33]=[CH:34][CH:35]=[C:3]([C:1]#[N:2])[CH:4]=2)[CH:11]=1)=[O:14], predict the reactants needed to synthesize it. (6) Given the product [CH3:1][O:2][C:3](=[O:12])[CH2:4][C:5]1[CH:10]=[CH:9][CH:8]=[C:7]([CH2:11][Br:13])[CH:6]=1, predict the reactants needed to synthesize it. The reactants are: [CH3:1][O:2][C:3](=[O:12])[CH2:4][C:5]1[CH:6]=[C:7]([CH3:11])[CH:8]=[CH:9][CH:10]=1.[Br:13]N1C(=O)CCC1=O.C(OOC(=O)C1C=CC=CC=1)(=O)C1C=CC=CC=1. (7) Given the product [Cl:3][C:4]1[CH:5]=[C:6]2[C:10]([C:9](=[O:13])[N:8]([CH2:14][CH:15]([CH3:17])[CH3:16])[CH:7]2[CH2:39][C:38]([O:29][CH2:26][CH3:27])=[O:37])=[CH:11][CH:12]=1.[Cl:19][C:20]1[CH:28]=[C:27]2[C:23](=[CH:22][CH:21]=1)[CH:24]([CH2:39][C:38]([O:13][CH2:9][CH3:10])=[O:37])[N:25]([CH2:30][CH:31]([CH3:33])[CH3:32])[C:26]2=[O:29], predict the reactants needed to synthesize it. The reactants are: [H-].[Na+].[Cl:3][C:4]1[CH:5]=[C:6]2[C:10](=[CH:11][CH:12]=1)[C:9](=[O:13])[N:8]([CH2:14][CH:15]([CH3:17])[CH3:16])[CH:7]2O.[Cl:19][C:20]1[CH:28]=[C:27]2[C:23]([CH:24](O)[N:25]([CH2:30][CH:31]([CH3:33])[CH3:32])[C:26]2=[O:29])=[CH:22][CH:21]=1.O.C[O:37][CH2:38][CH2:39]OC. (8) Given the product [F:25][C:2]([F:1])([F:26])[C:3]1[CH:4]=[CH:5][C:6]([C:9]2[O:13][C:12]([C:14]3[CH:15]=[C:16]([CH:22]=[CH:23][CH:24]=3)[C:17]([OH:19])=[O:18])=[CH:11][CH:10]=2)=[CH:7][CH:8]=1, predict the reactants needed to synthesize it. The reactants are: [F:1][C:2]([F:26])([F:25])[C:3]1[CH:8]=[CH:7][C:6]([C:9]2[O:13][C:12]([C:14]3[CH:15]=[C:16]([CH:22]=[CH:23][CH:24]=3)[C:17]([O:19]CC)=[O:18])=[CH:11][CH:10]=2)=[CH:5][CH:4]=1.[OH-].[Na+].O1CCCC1.Cl. (9) Given the product [NH2:18][C:11]1[CH:12]=[C:7]2[CH:6]=[C:5]([C:1]([CH3:4])([CH3:3])[CH3:2])[N:14]([CH2:15][CH2:16][OH:17])[C:8]2=[CH:9][N:10]=1, predict the reactants needed to synthesize it. The reactants are: [C:1]([C:5]1[N:14]([CH2:15][CH2:16][OH:17])[C:8]2=[CH:9][N:10]=[C:11](Cl)[CH:12]=[C:7]2[CH:6]=1)([CH3:4])([CH3:3])[CH3:2].[NH3:18].